From a dataset of Full USPTO retrosynthesis dataset with 1.9M reactions from patents (1976-2016). Predict the reactants needed to synthesize the given product. (1) Given the product [C:4]([O:6][CH:7]([CH3:9])[CH3:8])(=[O:5])/[CH:3]=[CH:2]/[C:1]([O:11][CH:12]([CH3:14])[CH3:13])=[O:10].[C:15]([O:25][CH:26]([CH3:28])[CH3:27])(=[O:24])[CH:16]=[CH:17][C:18]1[CH:19]=[CH:20][CH:21]=[CH:22][CH:23]=1, predict the reactants needed to synthesize it. The reactants are: [C:1]([O:11][CH:12]([CH3:14])[CH3:13])(=[O:10])/[CH:2]=[CH:3]/[C:4]([O:6][CH:7]([CH3:9])[CH3:8])=[O:5].[C:15]([O:25][CH:26]([CH3:28])[CH3:27])(=[O:24])[CH:16]=[CH:17][C:18]1[CH:23]=[CH:22][CH:21]=[CH:20][CH:19]=1.C(OCC1CCC(COC=C)CC1)=C.C(OOOC(C)(C)C)(=O)C(C)(C)C. (2) Given the product [NH2:17][C:15]1[CH:16]=[N:12][N:13]([CH:20]([C:32]2[CH:37]=[CH:36][CH:35]=[CH:34][CH:33]=2)[CH2:21][CH2:22][N:23]([CH3:31])[C:24](=[O:30])[O:25][C:26]([CH3:29])([CH3:28])[CH3:27])[CH:14]=1, predict the reactants needed to synthesize it. The reactants are: CN(C)CCC([N:12]1[CH:16]=[C:15]([NH2:17])[CH:14]=[N:13]1)C1C=CC=CC=1.O[CH:20]([C:32]1[CH:37]=[CH:36][CH:35]=[CH:34][CH:33]=1)[CH2:21][CH2:22][N:23]([CH3:31])[C:24](=[O:30])[O:25][C:26]([CH3:29])([CH3:28])[CH3:27]. (3) The reactants are: [NH2:1][CH2:2][C:3]1[CH:8]=[CH:7][C:6](/[CH:9]=[CH:10]\[CH:11]2[CH2:16][CH2:15][CH2:14][CH2:13][CH2:12]2)=[CH:5][N:4]=1.[H-].[Al+3].[Li+].[H-].[H-].[H-].C1(/C=C\C2C=CC(C#N)=NC=2)CCCCC1.[OH-].[Na+]. Given the product [CH:11]1([C:10]#[C:9][C:6]2[CH:7]=[CH:8][C:3]([C:2]#[N:1])=[N:4][CH:5]=2)[CH2:16][CH2:15][CH2:14][CH2:13][CH2:12]1, predict the reactants needed to synthesize it. (4) Given the product [CH3:10][O:11][C:12](=[O:21])[CH:13]([P:15]([O:17][CH3:18])([O:19][CH3:20])=[O:16])[NH:14][C:81](=[O:82])[C:80]1[CH:84]=[CH:85][C:86]([C:88]([NH:90][CH2:91][C:92]2[CH:97]=[CH:96][CH:95]=[C:94]([OH:98])[CH:93]=2)=[O:89])=[CH:87][C:79]=1[Br:78], predict the reactants needed to synthesize it. The reactants are: C(N(C(C)C)CC)(C)C.[CH3:10][O:11][C:12](=[O:21])[CH:13]([P:15]([O:19][CH3:20])([O:17][CH3:18])=[O:16])[NH2:14].COC(=O)C(P(OC)(OC)=O)NC(OCC1C=CC=CC=1)=O.F[P-](F)(F)(F)(F)F.N1(OC(N(C)C)=[N+](C)C)C2C=CC=CC=2N=N1.ON1C2C=CC=CC=2N=N1.[Br:78][C:79]1[CH:87]=[C:86]([C:88]([NH:90][CH2:91][C:92]2[CH:97]=[CH:96][CH:95]=[C:94]([OH:98])[CH:93]=2)=[O:89])[CH:85]=[CH:84][C:80]=1[C:81](O)=[O:82].